From a dataset of Full USPTO retrosynthesis dataset with 1.9M reactions from patents (1976-2016). Predict the reactants needed to synthesize the given product. (1) Given the product [CH:59]1([O:58][C:24]2[CH:25]=[C:26]([C@@:29]([NH:51][S@:52]([C:54]([CH3:56])([CH3:55])[CH3:57])=[O:53])([C:37]3[CH:42]=[C:41]([O:43][C:44]([F:48])([F:49])[CH:45]([F:46])[F:47])[CH:40]=[C:39]([F:50])[CH:38]=3)[CH2:30][C:31]3[CH:36]=[CH:35][CH:34]=[CH:33][CH:32]=3)[CH:27]=[CH:28][C:23]=2[F:22])[CH2:1][CH2:60]1, predict the reactants needed to synthesize it. The reactants are: [CH2:1]([Zn]CC)C.CCCCCC.FC(F)(F)C(O)=O.ICI.[F:22][C:23]1[CH:28]=[CH:27][C:26]([C@@:29]([NH:51][S@:52]([C:54]([CH3:57])([CH3:56])[CH3:55])=[O:53])([C:37]2[CH:42]=[C:41]([O:43][C:44]([F:49])([F:48])[CH:45]([F:47])[F:46])[CH:40]=[C:39]([F:50])[CH:38]=2)[CH2:30][C:31]2[CH:36]=[CH:35][CH:34]=[CH:33][CH:32]=2)=[CH:25][C:24]=1[O:58][CH:59]=[CH2:60]. (2) Given the product [C:21](=[O:22])([O:23][CH3:24])[O:8][C:5]1[CH:6]=[CH:7][C:2]([F:1])=[C:3]([C:9]([F:10])([F:11])[F:12])[CH:4]=1, predict the reactants needed to synthesize it. The reactants are: [F:1][C:2]1[CH:7]=[CH:6][C:5]([OH:8])=[CH:4][C:3]=1[C:9]([F:12])([F:11])[F:10].C(N(CC)CC)C.Cl[C:21]([O:23][CH3:24])=[O:22]. (3) Given the product [Br:1][C:2]1[CH:8]=[C:7]([CH:9]([CH3:10])[CH3:11])[C:5]([NH:6][Si:21]([CH:24]2[C:28]3[S:29][CH:30]=[CH:31][C:27]=3[C:26]([CH3:32])=[C:25]2[CH3:33])([CH3:22])[CH3:23])=[C:4]([CH:12]([CH3:14])[CH3:13])[CH:3]=1, predict the reactants needed to synthesize it. The reactants are: [Br:1][C:2]1[CH:8]=[C:7]([CH:9]([CH3:11])[CH3:10])[C:5]([NH2:6])=[C:4]([CH:12]([CH3:14])[CH3:13])[CH:3]=1.[Li]CCCC.Cl[Si:21]([CH:24]1[C:28]2[S:29][CH:30]=[CH:31][C:27]=2[C:26]([CH3:32])=[C:25]1[CH3:33])([CH3:23])[CH3:22].